This data is from Forward reaction prediction with 1.9M reactions from USPTO patents (1976-2016). The task is: Predict the product of the given reaction. Given the reactants Cl[CH2:2][CH2:3][CH2:4][N:5]1[C:13](=[O:14])[CH:12]2[CH:7]([CH2:8][CH:9]=[CH:10][CH2:11]2)[C:6]1=[O:15].[CH:16]1([O:21][C:22]2[CH:27]=[CH:26][C:25]([F:28])=[CH:24][C:23]=2[N:29]2[CH2:34][CH2:33][NH:32][CH2:31][CH2:30]2)[CH2:20][CH2:19][CH2:18][CH2:17]1.C(=O)([O-])[O-].[K+].[K+].[I-].[K+], predict the reaction product. The product is: [CH:16]1([O:21][C:22]2[CH:27]=[CH:26][C:25]([F:28])=[CH:24][C:23]=2[N:29]2[CH2:34][CH2:33][N:32]([CH2:2][CH2:3][CH2:4][N:5]3[C:13](=[O:14])[CH:12]4[CH:7]([CH2:8][CH:9]=[CH:10][CH2:11]4)[C:6]3=[O:15])[CH2:31][CH2:30]2)[CH2:20][CH2:19][CH2:18][CH2:17]1.